This data is from Forward reaction prediction with 1.9M reactions from USPTO patents (1976-2016). The task is: Predict the product of the given reaction. (1) Given the reactants [CH3:1][O:2][C:3]1[CH:8]=[CH:7][C:6]([C@H:9]2[CH2:13][CH2:12][N:11]([C:14]([O:16][C:17]([CH3:20])([CH3:19])[CH3:18])=[O:15])[C@H:10]2[CH:21]=[O:22])=[CH:5][CH:4]=1.C1CCN2C(=NCCC2)CC1.P([O-])([O-])([O-])=O, predict the reaction product. The product is: [CH:21]([C@@H:10]1[C@@H:9]([C:6]2[CH:7]=[CH:8][C:3]([O:2][CH3:1])=[CH:4][CH:5]=2)[CH2:13][CH2:12][N:11]1[C:14]([O:16][C:17]([CH3:20])([CH3:19])[CH3:18])=[O:15])=[O:22]. (2) Given the reactants [H-].[Na+].CO[C:5](=[O:15])[CH2:6][CH2:7][C:8]1[CH:9]=[N:10][C:11]([CH3:14])=[N:12][CH:13]=1.[CH:16](OC)=O.[NH2:20][C:21]([NH2:23])=[S:22], predict the reaction product. The product is: [CH3:14][C:11]1[N:12]=[CH:13][C:8]([CH2:7][C:6]2[C:5](=[O:15])[NH:20][C:21](=[S:22])[NH:23][CH:16]=2)=[CH:9][N:10]=1. (3) The product is: [O:1]=[C:2]1[N:8]([CH:9]2[CH2:10][CH2:11][N:12]([C:15]([O:17][C@H:18]([CH2:19][C:20]3[CH:25]=[C:24]([C:26]([F:27])([F:29])[F:28])[C:23]([NH2:30])=[C:22]([Cl:31])[CH:21]=3)[C:32]([N:39]3[CH2:40][CH2:41][CH:42]([N:45]4[CH2:49][CH2:48][CH2:47][C@H:46]4[C:50]([O:52][CH3:53])=[O:51])[CH2:43][CH2:44]3)=[O:34])=[O:16])[CH2:13][CH2:14]2)[CH2:7][CH2:6][C:5]2[CH:35]=[CH:36][CH:37]=[CH:38][C:4]=2[NH:3]1. Given the reactants [O:1]=[C:2]1[N:8]([CH:9]2[CH2:14][CH2:13][N:12]([C:15]([O:17][C@@H:18]([C:32]([OH:34])=O)[CH2:19][C:20]3[CH:25]=[C:24]([C:26]([F:29])([F:28])[F:27])[C:23]([NH2:30])=[C:22]([Cl:31])[CH:21]=3)=[O:16])[CH2:11][CH2:10]2)[CH2:7][CH2:6][C:5]2[CH:35]=[CH:36][CH:37]=[CH:38][C:4]=2[NH:3]1.[NH:39]1[CH2:44][CH2:43][CH:42]([N:45]2[CH2:49][CH2:48][CH2:47][C@H:46]2[C:50]([O:52][CH3:53])=[O:51])[CH2:41][CH2:40]1, predict the reaction product. (4) Given the reactants [CH2:1]([N:8]([CH2:17][C:18]1[CH:23]=[CH:22][CH:21]=[CH:20][CH:19]=1)[C@@H:9]([CH3:16])[C:10](N(OC)C)=[O:11])[C:2]1[CH:7]=[CH:6][CH:5]=[CH:4][CH:3]=1.[CH3:24][Mg]Br.[Cl-].[NH4+].O, predict the reaction product. The product is: [CH2:1]([N:8]([CH2:17][C:18]1[CH:23]=[CH:22][CH:21]=[CH:20][CH:19]=1)[C@@H:9]([CH3:16])[C:10](=[O:11])[CH3:24])[C:2]1[CH:7]=[CH:6][CH:5]=[CH:4][CH:3]=1. (5) Given the reactants [F:1][C:2]1[CH:8]=[CH:7][C:5]([NH2:6])=[CH:4][CH:3]=1.Br[CH:10]([C:16]1[CH:21]=[CH:20][CH:19]=[CH:18][CH:17]=1)[C:11]([O:13][CH2:14][CH3:15])=[O:12], predict the reaction product. The product is: [F:1][C:2]1[CH:8]=[CH:7][C:5]([NH:6][CH:10]([C:16]2[CH:21]=[CH:20][CH:19]=[CH:18][CH:17]=2)[C:11]([O:13][CH2:14][CH3:15])=[O:12])=[CH:4][CH:3]=1. (6) Given the reactants [CH2:1]([O:3][CH2:4][C:5]1([C:10]([O:12]C)=O)[CH2:9][CH2:8][CH2:7][CH2:6]1)[CH3:2].[H-].[Na+].[C:16](#[N:18])[CH3:17], predict the reaction product. The product is: [CH2:1]([O:3][CH2:4][C:5]1([C:10](=[O:12])[CH2:17][C:16]#[N:18])[CH2:6][CH2:7][CH2:8][CH2:9]1)[CH3:2]. (7) Given the reactants [C:1]([O:4][C:5]1[CH:13]=[CH:12][C:8]([C:9](O)=[O:10])=[CH:7][CH:6]=1)(=[O:3])[CH3:2].CC[N:16](CC)CC.ClC(OCC(C)C)=O.Cl, predict the reaction product. The product is: [C:1]([O:4][C:5]1[CH:13]=[CH:12][C:8]([C:9]([NH2:16])=[O:10])=[CH:7][CH:6]=1)(=[O:3])[CH3:2]. (8) Given the reactants [N:1]([CH2:4][C:5]1([CH2:19][CH2:20][CH2:21][CH2:22][CH2:23][CH3:24])[C:18]2[CH:17]=[CH:16][CH:15]=[CH:14][C:13]=2[O:12][C:11]2[C:6]1=[CH:7][CH:8]=[CH:9][CH:10]=2)=[N+]=[N-].C1(P(C2C=CC=CC=2)C2C=CC=CC=2)C=CC=CC=1.O, predict the reaction product. The product is: [CH2:19]([C:5]1([CH2:4][NH2:1])[C:18]2[CH:17]=[CH:16][CH:15]=[CH:14][C:13]=2[O:12][C:11]2[C:6]1=[CH:7][CH:8]=[CH:9][CH:10]=2)[CH2:20][CH2:21][CH2:22][CH2:23][CH3:24].